The task is: Predict the product of the given reaction.. This data is from Forward reaction prediction with 1.9M reactions from USPTO patents (1976-2016). Given the reactants [F:1][C:2]1([CH2:8][N:9]2C(=O)C3C(=CC=CC=3)C2=O)[CH2:7][CH2:6][O:5][CH2:4][CH2:3]1.NN.C(Cl)Cl, predict the reaction product. The product is: [F:1][C:2]1([CH2:8][NH2:9])[CH2:7][CH2:6][O:5][CH2:4][CH2:3]1.